Dataset: Catalyst prediction with 721,799 reactions and 888 catalyst types from USPTO. Task: Predict which catalyst facilitates the given reaction. (1) Reactant: [F:1][C:2]1[CH:15]=[CH:14][C:5]([C:6]([CH:8]2[CH2:13][CH2:12][NH:11][CH2:10][CH2:9]2)=[O:7])=[CH:4][CH:3]=1.[CH:16]([C:19]1[CH:24]=[CH:23][C:22]([CH:25]2[CH2:27]O2)=[CH:21][CH:20]=1)([CH3:18])[CH3:17].CS([Cl:32])(=O)=O.C(N(CC)CC)C.[NH:40]1[CH:44]=[N:43][CH:42]=[N:41]1. Product: [ClH:32].[ClH:32].[ClH:32].[F:1][C:2]1[CH:3]=[CH:4][C:5]([C:6]([CH:8]2[CH2:13][CH2:12][N:11]([CH2:27][CH:25]([C:22]3[CH:23]=[CH:24][C:19]([CH:16]([CH3:18])[CH3:17])=[CH:20][CH:21]=3)[N:40]3[CH:44]=[N:43][CH:42]=[N:41]3)[CH2:10][CH2:9]2)=[O:7])=[CH:14][CH:15]=1. The catalyst class is: 32. (2) Reactant: [OH:1][C:2]1([CH:16]2[CH2:21][CH2:20][CH2:19][CH2:18][C:17]2=O)[CH2:5][N:4]([C:6]([O:8][CH2:9][C:10]2[CH:15]=[CH:14][CH:13]=[CH:12][CH:11]=2)=[O:7])[CH2:3]1.C([O-])(=O)C.[NH4+].C([BH3-])#[N:29].[Na+].Cl. Product: [CH2:9]([O:8][C:6]([N:4]1[CH2:5][C:2]([CH:16]2[CH2:21][CH2:20][CH2:19][CH2:18][CH:17]2[NH2:29])([OH:1])[CH2:3]1)=[O:7])[C:10]1[CH:15]=[CH:14][CH:13]=[CH:12][CH:11]=1. The catalyst class is: 5. (3) Reactant: [NH2:1][C@@H:2]([CH2:33][C:34]1[CH:39]=[CH:38][CH:37]=[CH:36][CH:35]=1)[CH2:3][C@H:4]([OH:32])[C@@H:5]([NH:19][C:20]([C@@H:22]([NH:27][C:28](=[O:31])[O:29][CH3:30])[C:23]([CH3:26])([CH3:25])[CH3:24])=[O:21])[CH2:6][C:7]1[CH:12]=[CH:11][C:10]([C:13]2[CH:18]=[CH:17][CH:16]=[CH:15][N:14]=2)=[CH:9][CH:8]=1.[CH2:40]([N:47]1[CH2:51][CH2:50][N:49]([C@@H:52]([C:56]([CH3:59])([CH3:58])[CH3:57])[C:53](O)=[O:54])[C:48]1=[O:60])[C:41]1[CH:46]=[CH:45][CH:44]=[CH:43][CH:42]=1.CCOP(ON1N=NC2C=CC=CC=2C1=O)(OCC)=O.C(N(CC)C(C)C)(C)C. Product: [CH2:40]([N:47]1[CH2:51][CH2:50][N:49]([C@@H:52]([C:56]([CH3:58])([CH3:57])[CH3:59])[C:53]([NH:1][C@@H:2]([CH2:33][C:34]2[CH:35]=[CH:36][CH:37]=[CH:38][CH:39]=2)[CH2:3][C@H:4]([OH:32])[C@@H:5]([NH:19][C:20]([C@@H:22]([NH:27][C:28](=[O:31])[O:29][CH3:30])[C:23]([CH3:25])([CH3:26])[CH3:24])=[O:21])[CH2:6][C:7]2[CH:12]=[CH:11][C:10]([C:13]3[CH:18]=[CH:17][CH:16]=[CH:15][N:14]=3)=[CH:9][CH:8]=2)=[O:54])[C:48]1=[O:60])[C:41]1[CH:42]=[CH:43][CH:44]=[CH:45][CH:46]=1. The catalyst class is: 1.